From a dataset of Forward reaction prediction with 1.9M reactions from USPTO patents (1976-2016). Predict the product of the given reaction. (1) Given the reactants [Cl:1][C:2]1[CH:7]=[CH:6][C:5]([F:8])=[C:4]([C:9]([OH:11])=O)[N:3]=1.S(Cl)(Cl)=O.[OH:16][CH2:17][CH:18]1[NH:23][CH2:22][CH2:21][N:20]([C:24]([O:26][C:27]([CH3:30])([CH3:29])[CH3:28])=[O:25])[CH2:19]1.C(N(CC)CC)C, predict the reaction product. The product is: [Cl:1][C:2]1[N:3]=[C:4]([C:9]([N:23]2[CH2:22][CH2:21][N:20]([C:24]([O:26][C:27]([CH3:28])([CH3:29])[CH3:30])=[O:25])[CH2:19][CH:18]2[CH2:17][OH:16])=[O:11])[C:5]([F:8])=[CH:6][CH:7]=1. (2) Given the reactants [C:1]1([C:7]([C:10]2[CH:15]=[CH:14][CH:13]=[CH:12][CH:11]=2)=[N+]=[N-])[CH:6]=[CH:5][CH:4]=[CH:3][CH:2]=1.[C:16]([OH:26])(=[O:25])[C@H:17]([C:19]1[CH:24]=[CH:23][CH:22]=[CH:21][CH:20]=1)[OH:18], predict the reaction product. The product is: [CH:7]([O:26][C:16](=[O:25])[C@@H:17]([OH:18])[C:19]1[CH:24]=[CH:23][CH:22]=[CH:21][CH:20]=1)([C:10]1[CH:15]=[CH:14][CH:13]=[CH:12][CH:11]=1)[C:1]1[CH:6]=[CH:5][CH:4]=[CH:3][CH:2]=1. (3) Given the reactants [CH3:1][N:2]1[CH:7]2[CH2:8][O:9][CH2:10][CH:3]1[CH2:4][N:5]([C:11]1[CH:12]=[CH:13][C:14]([NH2:17])=[N:15][CH:16]=1)[CH2:6]2.Br[C:19]1[C:20](=[O:27])[N:21]([CH3:26])[CH:22]=[C:23]([Br:25])[CH:24]=1.CC1(C)C2C(=C(P(C3C=CC=CC=3)C3C=CC=CC=3)C=CC=2)OC2C(P(C3C=CC=CC=3)C3C=CC=CC=3)=CC=CC1=2.C([O-])([O-])=O.[Cs+].[Cs+], predict the reaction product. The product is: [Br:25][C:23]1[CH:24]=[C:19]([NH:17][C:14]2[CH:13]=[CH:12][C:11]([N:5]3[CH2:6][CH:7]4[N:2]([CH3:1])[CH:3]([CH2:10][O:9][CH2:8]4)[CH2:4]3)=[CH:16][N:15]=2)[C:20](=[O:27])[N:21]([CH3:26])[CH:22]=1. (4) Given the reactants [NH2:1][C:2]1[CH:7]=[CH:6][N:5]=[CH:4][CH:3]=1.C(N(CC)CC)C.[CH2:15]([S:18](Cl)(=[O:20])=[O:19])[CH2:16][CH3:17], predict the reaction product. The product is: [CH2:15]([S:18]([NH:1][C:2]1[CH:7]=[CH:6][N:5]=[CH:4][CH:3]=1)(=[O:20])=[O:19])[CH2:16][CH3:17]. (5) Given the reactants N[C:2]1[CH:11]=[CH:10][C:5]([C:6]([O:8][CH3:9])=[O:7])=[C:4]([C:12]([F:15])([F:14])[F:13])[CH:3]=1.[I:16]CI.N(OCCC(C)C)=O, predict the reaction product. The product is: [I:16][C:2]1[CH:11]=[CH:10][C:5]([C:6]([O:8][CH3:9])=[O:7])=[C:4]([C:12]([F:15])([F:14])[F:13])[CH:3]=1. (6) Given the reactants COC(=O)[CH:4]([C:13]1[CH:18]=[CH:17][C:16]([I:19])=[CH:15][CH:14]=1)[C:5]([CH:7]1[CH2:12][CH2:11][CH2:10][CH2:9][CH2:8]1)=[O:6].[Cl-].[Na+], predict the reaction product. The product is: [CH:7]1([C:5](=[O:6])[CH2:4][C:13]2[CH:14]=[CH:15][C:16]([I:19])=[CH:17][CH:18]=2)[CH2:12][CH2:11][CH2:10][CH2:9][CH2:8]1. (7) Given the reactants [B-](F)(F)(F)F.[B-](F)(F)(F)F.C1[N+]2([CH2:19][Cl:20])CC[N+](F)(CC2)C1.[I:22]I.[CH3:24][CH2:25][CH2:26][CH2:27][CH2:28][CH2:29]C.CC[O:33][CH2:34]C, predict the reaction product. The product is: [Cl:20][C:19]1[CH:24]=[C:25]([O:33][CH3:34])[C:26]([I:22])=[CH:27][C:28]=1[CH3:29]. (8) Given the reactants [CH2:1]([CH:3]([CH2:6][CH3:7])[CH:4]=O)[CH3:2].Cl.[CH3:9][O:10][C:11]1[CH:16]=[CH:15][CH:14]=[CH:13][C:12]=1[NH:17]N.S(=O)(=O)(O)O.[BH4-].[Na+].[OH-].[Na+], predict the reaction product. The product is: [CH2:1]([C:3]1([CH2:6][CH3:7])[C:13]2[C:12](=[C:11]([O:10][CH3:9])[CH:16]=[CH:15][CH:14]=2)[NH:17][CH2:4]1)[CH3:2].